This data is from Forward reaction prediction with 1.9M reactions from USPTO patents (1976-2016). The task is: Predict the product of the given reaction. (1) Given the reactants Cl[C:2]1[N:10]=[C:9]2[C:5]([N:6]([CH2:11][C@H:12]3[CH2:17][CH2:16][C@H:15]([CH3:18])[CH2:14][CH2:13]3)[CH:7]=[N:8]2)=[C:4]([NH:19][C@@H:20]([CH:22]2[CH2:25][CH2:24][CH2:23]2)[CH3:21])[N:3]=1.CC(C1C=C(C(C)C)C(C2C=CC=CC=2P(C2CCCCC2)C2CCCCC2)=C(C(C)C)C=1)C.C[C:61]([N:63](C)C)=O, predict the reaction product. The product is: [CH:22]1([C@H:20]([NH:19][C:4]2[N:3]=[C:2]([C:61]#[N:63])[N:10]=[C:9]3[C:5]=2[N:6]([CH2:11][C@H:12]2[CH2:17][CH2:16][C@H:15]([CH3:18])[CH2:14][CH2:13]2)[CH:7]=[N:8]3)[CH3:21])[CH2:25][CH2:24][CH2:23]1. (2) Given the reactants [CH3:1][N:2]1[CH2:7][CH2:6][N:5]([C:8]2[CH:9]=[CH:10][C:11]([N+:24]([O-])=O)=[C:12]([NH:14][S:15]([C:18]3[CH:23]=[CH:22][CH:21]=[CH:20][CH:19]=3)(=[O:17])=[O:16])[CH:13]=2)[CH2:4][CH2:3]1.O.NN.[CH3:30][O:31][C:32]1[CH:33]=[C:34]([S:40]([Cl:43])(=[O:42])=[O:41])[CH:35]=[CH:36][C:37]=1[O:38][CH3:39], predict the reaction product. The product is: [ClH:43].[CH3:30][O:31][C:32]1[CH:33]=[C:34]([S:40]([NH:24][C:11]2[CH:10]=[CH:9][C:8]([N:5]3[CH2:6][CH2:7][N:2]([CH3:1])[CH2:3][CH2:4]3)=[CH:13][C:12]=2[NH:14][S:15]([C:18]2[CH:23]=[CH:22][CH:21]=[CH:20][CH:19]=2)(=[O:17])=[O:16])(=[O:41])=[O:42])[CH:35]=[CH:36][C:37]=1[O:38][CH3:39]. (3) Given the reactants [CH2:1]([O:8][C:9]([N:11]([CH2:16][C:17]([OH:19])=O)[CH2:12][C:13]([OH:15])=[O:14])=[O:10])[C:2]1[CH:7]=[CH:6][CH:5]=[CH:4][CH:3]=1.C(Cl)CCl.Cl.[CH3:25][O:26][CH2:27][NH2:28].CCN(C(C)C)C(C)C.Cl, predict the reaction product. The product is: [CH3:25][O:26][CH2:27][NH:28][C:17](=[O:19])[CH2:16][N:11]([CH2:12][C:13]([OH:15])=[O:14])[C:9]([O:8][CH2:1][C:2]1[CH:3]=[CH:4][CH:5]=[CH:6][CH:7]=1)=[O:10]. (4) The product is: [Cl:7][C:8]1[CH:27]=[CH:26][C:25]([CH2:28][CH2:29][CH2:30][NH:1][CH2:2][CH2:3][CH2:4][CH2:5][OH:6])=[CH:24][C:9]=1[C:10]([NH:12][CH2:13][C:14]12[CH2:23][CH:18]3[CH2:19][CH:20]([CH2:22][CH:16]([CH2:17]3)[CH2:15]1)[CH2:21]2)=[O:11]. Given the reactants [NH2:1][CH2:2][CH2:3][CH2:4][CH2:5][OH:6].[Cl:7][C:8]1[CH:27]=[CH:26][C:25]([CH2:28][CH2:29][CH2:30]OS(C)(=O)=O)=[CH:24][C:9]=1[C:10]([NH:12][CH2:13][C:14]12[CH2:23][CH:18]3[CH2:19][CH:20]([CH2:22][CH:16]([CH2:17]3)[CH2:15]1)[CH2:21]2)=[O:11], predict the reaction product. (5) The product is: [Cl:1][C:2]1[CH:3]=[C:4]([CH:14]=[CH:15][C:16]=1[Cl:17])[CH2:5][N:6]1[CH2:11][CH2:10][O:9][CH:8]([CH2:12][NH:13][C:28]([NH:27][C:24]2[CH:23]=[CH:22][C:21]([O:20][CH:19]([F:18])[F:30])=[CH:26][CH:25]=2)=[O:29])[CH2:7]1. Given the reactants [Cl:1][C:2]1[CH:3]=[C:4]([CH:14]=[CH:15][C:16]=1[Cl:17])[CH2:5][N:6]1[CH2:11][CH2:10][O:9][CH:8]([CH2:12][NH2:13])[CH2:7]1.[F:18][CH:19]([F:30])[O:20][C:21]1[CH:26]=[CH:25][C:24]([N:27]=[C:28]=[O:29])=[CH:23][CH:22]=1, predict the reaction product.